This data is from Peptide-MHC class II binding affinity with 134,281 pairs from IEDB. The task is: Regression. Given a peptide amino acid sequence and an MHC pseudo amino acid sequence, predict their binding affinity value. This is MHC class II binding data. (1) The peptide sequence is KKPTGKVTLEADVILPI. The MHC is DRB1_0801 with pseudo-sequence DRB1_0801. The binding affinity (normalized) is 0. (2) The peptide sequence is RADEINAIFEENEVD. The MHC is HLA-DQA10201-DQB10402 with pseudo-sequence HLA-DQA10201-DQB10402. The binding affinity (normalized) is 0.